Dataset: Merck oncology drug combination screen with 23,052 pairs across 39 cell lines. Task: Regression. Given two drug SMILES strings and cell line genomic features, predict the synergy score measuring deviation from expected non-interaction effect. (1) Drug 1: CS(=O)(=O)CCNCc1ccc(-c2ccc3ncnc(Nc4ccc(OCc5cccc(F)c5)c(Cl)c4)c3c2)o1. Cell line: OCUBM. Drug 2: O=C(NOCC(O)CO)c1ccc(F)c(F)c1Nc1ccc(I)cc1F. Synergy scores: synergy=17.1. (2) Drug 1: CC1CC2C3CCC4=CC(=O)C=CC4(C)C3(F)C(O)CC2(C)C1(O)C(=O)CO. Drug 2: CC1(c2nc3c(C(N)=O)cccc3[nH]2)CCCN1. Cell line: A427. Synergy scores: synergy=-10.6. (3) Drug 1: O=P1(N(CCCl)CCCl)NCCCO1. Drug 2: Cn1cc(-c2cnn3c(N)c(Br)c(C4CCCNC4)nc23)cn1. Cell line: SKOV3. Synergy scores: synergy=13.7. (4) Synergy scores: synergy=-11.5. Cell line: UWB1289. Drug 1: CC(C)CC(NC(=O)C(Cc1ccccc1)NC(=O)c1cnccn1)B(O)O. Drug 2: Cn1c(=O)n(-c2ccc(C(C)(C)C#N)cc2)c2c3cc(-c4cnc5ccccc5c4)ccc3ncc21. (5) Drug 1: N.N.O=C(O)C1(C(=O)O)CCC1.[Pt]. Drug 2: C=CCn1c(=O)c2cnc(Nc3ccc(N4CCN(C)CC4)cc3)nc2n1-c1cccc(C(C)(C)O)n1. Cell line: NCIH2122. Synergy scores: synergy=-2.86. (6) Drug 1: CCN(CC)CCNC(=O)c1c(C)[nH]c(C=C2C(=O)Nc3ccc(F)cc32)c1C. Drug 2: CCc1cnn2c(NCc3ccc[n+]([O-])c3)cc(N3CCCCC3CCO)nc12. Cell line: UWB1289BRCA1. Synergy scores: synergy=6.06.